Dataset: Full USPTO retrosynthesis dataset with 1.9M reactions from patents (1976-2016). Task: Predict the reactants needed to synthesize the given product. (1) Given the product [CH3:10][C:8]1[N:9]=[C:5]([NH:4][C:1](=[O:3])[CH3:2])[S:6][C:7]=1[C:11]1[S:15][C:14]([S:16]([NH:20][CH:21]2[CH2:26][CH2:25][N:24]([CH3:27])[CH2:23][CH2:22]2)(=[O:18])=[O:17])=[CH:13][CH:12]=1, predict the reactants needed to synthesize it. The reactants are: [C:1]([NH:4][C:5]1[S:6][C:7]([C:11]2[S:15][C:14]([S:16](Cl)(=[O:18])=[O:17])=[CH:13][CH:12]=2)=[C:8]([CH3:10])[N:9]=1)(=[O:3])[CH3:2].[NH2:20][CH:21]1[CH2:26][CH2:25][N:24]([CH3:27])[CH2:23][CH2:22]1.CCN(C(C)C)C(C)C. (2) Given the product [S:6]1[CH:7]=[CH:8][CH:9]=[C:5]1[C:2]1[CH:3]=[N:10][N:11]2[C:12]([CH2:17][C:18]3[CH:23]=[CH:22][C:21]([OH:24])=[CH:20][CH:19]=3)=[N:13][N:14]=[C:15]2[N:16]=1, predict the reactants needed to synthesize it. The reactants are: O=[C:2]([C:5]1[S:6][CH:7]=[CH:8][CH:9]=1)[CH:3]=O.[NH2:10][N:11]1[C:15]([NH2:16])=[N:14][N:13]=[C:12]1[CH2:17][C:18]1[CH:23]=[CH:22][C:21]([OH:24])=[CH:20][CH:19]=1. (3) Given the product [CH3:22][O:23][CH:9]([C:15]1[CH:14]=[CH:19][N:18]=[CH:17][N:16]=1)[C:8]1[CH:7]=[CH:6][CH:5]=[CH:12][CH:11]=1, predict the reactants needed to synthesize it. The reactants are: [Li+].[Cl-].CO[C:5]1[CH:12]=[CH:11][C:8]([CH2:9]Cl)=[CH:7][CH:6]=1.Br[C:14]1[CH:15]=[N:16][CH:17]=[N:18][CH:19]=1.C1C[O:23][CH2:22]C1. (4) Given the product [Cl:43][C:41]1[CH:40]=[CH:39][C:23]([C:24]([NH:26][C:27]2[CH:36]=[C:35]3[C:30]([CH2:31][CH2:32][C:33](=[O:38])[N:34]3[CH3:37])=[CH:29][CH:28]=2)=[O:25])=[C:22]([NH:21][CH:18]2[CH2:19][CH2:20][NH:15][CH2:16][CH2:17]2)[CH:42]=1, predict the reactants needed to synthesize it. The reactants are: ClC(OC(Cl)C)=O.C([N:15]1[CH2:20][CH2:19][CH:18]([NH:21][C:22]2[CH:42]=[C:41]([Cl:43])[CH:40]=[CH:39][C:23]=2[C:24]([NH:26][C:27]2[CH:36]=[C:35]3[C:30]([CH2:31][CH2:32][C:33](=[O:38])[N:34]3[CH3:37])=[CH:29][CH:28]=2)=[O:25])[CH2:17][CH2:16]1)C1C=CC=CC=1. (5) The reactants are: [Cl:1][C:2]1[CH:10]=[C:9]2[C:5]([CH:6]=[C:7]([CH2:11][C:12]3[CH:13]=[CH:14][C:15]([CH3:22])=[C:16]([CH:21]=3)[C:17]([O:19]C)=[O:18])[NH:8]2)=[CH:4][C:3]=1[C:23]1[CH:28]=[CH:27][C:26]([O:29][CH2:30][CH3:31])=[CH:25][C:24]=1[F:32].[OH-].[Na+].O.Cl. Given the product [Cl:1][C:2]1[CH:10]=[C:9]2[C:5]([CH:6]=[C:7]([CH2:11][C:12]3[CH:13]=[CH:14][C:15]([CH3:22])=[C:16]([CH:21]=3)[C:17]([OH:19])=[O:18])[NH:8]2)=[CH:4][C:3]=1[C:23]1[CH:28]=[CH:27][C:26]([O:29][CH2:30][CH3:31])=[CH:25][C:24]=1[F:32], predict the reactants needed to synthesize it. (6) Given the product [CH3:1][O:2][C:3]1[CH:4]=[C:5]([N:12]2[CH2:17][CH2:16][N:15]([S:18]([CH3:21])(=[O:20])=[O:19])[CH2:14][CH2:13]2)[CH:6]=[CH:7][C:8]=1[NH2:9], predict the reactants needed to synthesize it. The reactants are: [CH3:1][O:2][C:3]1[CH:4]=[C:5]([N:12]2[CH2:17][CH2:16][N:15]([S:18]([CH3:21])(=[O:20])=[O:19])[CH2:14][CH2:13]2)[CH:6]=[CH:7][C:8]=1[N+:9]([O-])=O.CO.[BH4-].[Na+]. (7) Given the product [CH3:49][O:50][C:51]1[CH:52]=[C:53]2[C:57](=[CH:58][CH:59]=1)[N:56]([NH:60][C:15]([C:11]1[C:12]([CH3:14])=[N:13][C:8]([C:4]3[CH:5]=[CH:6][CH:7]=[C:2]([F:1])[CH:3]=3)=[N:9][CH:10]=1)=[O:17])[CH:55]=[C:54]2[CH3:61], predict the reactants needed to synthesize it. The reactants are: [F:1][C:2]1[CH:3]=[C:4]([C:8]2[N:13]=[C:12]([CH3:14])[C:11]([C:15]([OH:17])=O)=[CH:10][N:9]=2)[CH:5]=[CH:6][CH:7]=1.CN(C(SC1[N+]([O-])=CC=CC=1)=[N+](C)C)C.F[P-](F)(F)(F)(F)F.CCN(C(C)C)C(C)C.[CH3:49][O:50][C:51]1[CH:52]=[C:53]2[C:57](=[CH:58][CH:59]=1)[N:56]([NH2:60])[CH:55]=[C:54]2[CH3:61]. (8) Given the product [F:23][C:2]([F:1])([F:22])[O:3][C:4]1[CH:5]=[CH:6][C:7]([S:10]([C:13]2([CH:16]3[CH2:21][CH2:20][NH:19][CH2:18][CH2:17]3)[CH2:15][CH2:14]2)(=[O:11])=[O:12])=[CH:8][CH:9]=1, predict the reactants needed to synthesize it. The reactants are: [F:1][C:2]([F:23])([F:22])[O:3][C:4]1[CH:9]=[CH:8][C:7]([S:10]([C:13]2([C:16]3[CH:21]=[CH:20][N:19]=[CH:18][CH:17]=3)[CH2:15][CH2:14]2)(=[O:12])=[O:11])=[CH:6][CH:5]=1. (9) Given the product [C:22]1([C:31]2[CH:32]=[CH:33][CH:34]=[CH:35][CH:36]=2)[CH:23]=[CH:24][C:25]([C:28]([N:10]2[CH2:11][C:5]3[CH:4]=[CH:3][CH:2]=[N:1][C:6]=3[NH:7][C:8]3[CH:15]=[CH:14][CH:13]=[CH:12][C:9]2=3)=[O:29])=[CH:26][CH:27]=1, predict the reactants needed to synthesize it. The reactants are: [N:1]1[C:6]2[NH:7][C:8]3[CH:15]=[CH:14][CH:13]=[CH:12][C:9]=3[NH:10][CH2:11][C:5]=2[CH:4]=[CH:3][CH:2]=1.C(=O)([O-])[O-].[K+].[K+].[C:22]1([C:31]2[CH:36]=[CH:35][CH:34]=[CH:33][CH:32]=2)[CH:27]=[CH:26][C:25]([C:28](Cl)=[O:29])=[CH:24][CH:23]=1. (10) Given the product [Br:9][C:10]1[C:19]2[C:14](=[CH:15][CH:16]=[CH:17][CH:18]=2)[C:13]([C:20](=[O:22])[CH2:21][C:31]([C:26]2[CH:27]=[C:28]([Cl:30])[CH:29]=[C:24]([Cl:23])[CH:25]=2)([OH:36])[C:32]([F:35])([F:34])[F:33])=[CH:12][CH:11]=1, predict the reactants needed to synthesize it. The reactants are: C([N-]C(C)C)(C)C.[Li+].[Br:9][C:10]1[C:19]2[C:14](=[CH:15][CH:16]=[CH:17][CH:18]=2)[C:13]([C:20](=[O:22])[CH3:21])=[CH:12][CH:11]=1.[Cl:23][C:24]1[CH:25]=[C:26]([C:31](=[O:36])[C:32]([F:35])([F:34])[F:33])[CH:27]=[C:28]([Cl:30])[CH:29]=1.Cl.